This data is from Experimentally validated miRNA-target interactions with 360,000+ pairs, plus equal number of negative samples. The task is: Binary Classification. Given a miRNA mature sequence and a target amino acid sequence, predict their likelihood of interaction. (1) The miRNA is mmu-miR-3572-3p with sequence UACACUUGUCCUUCUUUCCCCAG. The protein sequence of the target gene is MVSVQKVPAIALCSGVSLALLHFLCLAACLNESPGQNSKDEKLCPENFTRILDSLLDGYDNRLRPGFGGPVTEVKTDIYVTSFGPVSDVEMEYTMDVFFRQTWIDKRLKYDGPIEILRLNNMMVTKVWTPDTFFRNGKKSVSHNMTAPNKLFRIMRNGTILYTMRLTISAECPMRLVDFPMDGHACPLKFGSYAYPKSEMIYTWTKGPEKSVEVPKESSSLVQYDLIGQTVSSETIKSITGEYIVMTVYFHLRRKMGYFMIQTYIPCIMTVILSQVSFWINKESVPARTVFGITTVLTMT.... Result: 0 (no interaction). (2) The miRNA is hsa-miR-20b-3p with sequence ACUGUAGUAUGGGCACUUCCAG. The protein sequence of the target gene is MAKHHPDLIFCRKQAGVAIGRLCEKCDGKCVICDSYVRPCTLVRICDECNYGSYQGRCVICGGPGVSDAYYCKECTIQEKDRDGCPKIVNLGSSKTDLFYERKKYGFKKR. Result: 1 (interaction).